This data is from Reaction yield outcomes from USPTO patents with 853,638 reactions. The task is: Predict the reaction yield, written as a fraction of the theoretical maximum amount of product (1.0 means a 100% yield; for example, 0.34 means a 34% yield). (1) The product is [C:27]([O:19][CH2:18][C@H:16]1[CH2:17][C@@H:15]1[C:11]1[CH:12]=[N:13][CH:14]=[C:9]([O:8][CH2:1][C:2]2[CH:3]=[CH:4][CH:5]=[CH:6][CH:7]=2)[CH:10]=1)(=[O:31])[CH:28]([CH3:30])[CH3:29]. The reactants are [CH2:1]([O:8][C:9]1[CH:10]=[C:11]([C@H:15]2[CH2:17][C@@H:16]2[CH2:18][OH:19])[CH:12]=[N:13][CH:14]=1)[C:2]1[CH:7]=[CH:6][CH:5]=[CH:4][CH:3]=1.C(N(CC)CC)C.[C:27](O[C:27](=[O:31])[CH:28]([CH3:30])[CH3:29])(=[O:31])[CH:28]([CH3:30])[CH3:29].CCOC(C)=O. The yield is 0.930. The catalyst is CN(C)C1C=CN=CC=1.C(Cl)Cl.O.CO. (2) The reactants are [CH3:1][O:2][C:3]1[C:8]([O:9][CH2:10][CH2:11][O:12][CH3:13])=[CH:7][CH:6]=[CH:5][C:4]=1[CH2:14]O.N1C=CC=CC=1.S(Cl)([Cl:24])=O.O. The catalyst is O1CCCC1. The product is [Cl:24][CH2:14][C:4]1[CH:5]=[CH:6][CH:7]=[C:8]([O:9][CH2:10][CH2:11][O:12][CH3:13])[C:3]=1[O:2][CH3:1]. The yield is 0.820. (3) The reactants are [CH2:1]([O:3][C:4]([C:6]1[CH:7]=[C:8]2[C:13](=[CH:14][CH:15]=1)[NH:12][CH:11]([C:16]1[CH:17]=[N:18][CH:19]=[C:20]([Br:22])[CH:21]=1)[C:10]([CH3:24])([CH3:23])[CH:9]2O)=[O:5])[CH3:2].FC(F)(F)C(O)=O. The catalyst is C([SiH](CC)CC)C. The product is [CH2:1]([O:3][C:4]([C:6]1[CH:7]=[C:8]2[C:13](=[CH:14][CH:15]=1)[NH:12][CH:11]([C:16]1[CH:17]=[N:18][CH:19]=[C:20]([Br:22])[CH:21]=1)[C:10]([CH3:23])([CH3:24])[CH2:9]2)=[O:5])[CH3:2]. The yield is 0.283. (4) The reactants are [CH2:1]([C:5]1[O:6][C:7]2[CH:22]=[CH:21][CH:20]=[CH:19][C:8]=2[C:9]=1[CH2:10][CH2:11][C:12]1[CH:17]=[CH:16][C:15]([OH:18])=[CH:14][CH:13]=1)[CH2:2][CH2:3][CH3:4].Cl[S:24]([C:27]1[CH:35]=[CH:34][C:30]([C:31]([OH:33])=[O:32])=[C:29]([OH:36])[CH:28]=1)(=[O:26])=[O:25]. No catalyst specified. The product is [CH2:1]([C:5]1[O:6][C:7]2[CH:22]=[CH:21][CH:20]=[CH:19][C:8]=2[C:9]=1[CH2:10][CH2:11][C:12]1[CH:13]=[CH:14][C:15]([O:18][S:24]([C:27]2[CH:35]=[CH:34][C:30]([C:31]([OH:33])=[O:32])=[C:29]([OH:36])[CH:28]=2)(=[O:26])=[O:25])=[CH:16][CH:17]=1)[CH2:2][CH2:3][CH3:4]. The yield is 0.850.